Dataset: Peptide-MHC class I binding affinity with 185,985 pairs from IEDB/IMGT. Task: Regression. Given a peptide amino acid sequence and an MHC pseudo amino acid sequence, predict their binding affinity value. This is MHC class I binding data. (1) The peptide sequence is KELENEYYF. The MHC is HLA-B07:02 with pseudo-sequence HLA-B07:02. The binding affinity (normalized) is 0.0847. (2) The peptide sequence is YPQLSAIAL. The MHC is HLA-B40:01 with pseudo-sequence HLA-B40:01. The binding affinity (normalized) is 0.0847.